This data is from Forward reaction prediction with 1.9M reactions from USPTO patents (1976-2016). The task is: Predict the product of the given reaction. Given the reactants O(Br)[Na].BrBr.[OH-:6].[Na+].[C:8]([C@@H:11]1[CH2:14][C@H:13]([CH2:15][C:16]([O:18][C:19]([CH3:22])([CH3:21])[CH3:20])=[O:17])[C:12]1([CH3:24])[CH3:23])(=[O:10])C, predict the reaction product. The product is: [C:19]([O:18][C:16]([CH2:15][C@H:13]1[CH2:14][C@@H:11]([C:8]([OH:10])=[O:6])[C:12]1([CH3:24])[CH3:23])=[O:17])([CH3:22])([CH3:21])[CH3:20].